From a dataset of Reaction yield outcomes from USPTO patents with 853,638 reactions. Predict the reaction yield, written as a fraction of the theoretical maximum amount of product (1.0 means a 100% yield; for example, 0.34 means a 34% yield). (1) The reactants are Br[C:2]1[CH:11]=[C:10]2[C:5]([C:6]([N:13]3[CH2:18][CH2:17][O:16][CH2:15][CH2:14]3)=[N:7][C:8]([Cl:12])=[N:9]2)=[CH:4][CH:3]=1.[CH:19]([C:21]1[O:25][C:24](B(O)O)=[CH:23][CH:22]=1)=[O:20].C(=O)([O-])[O-].[Na+].[Na+].C1(C)C=CC=CC=1. The catalyst is Cl[Pd](Cl)([P](C1C=CC=CC=1)(C1C=CC=CC=1)C1C=CC=CC=1)[P](C1C=CC=CC=1)(C1C=CC=CC=1)C1C=CC=CC=1.O.CCO. The product is [Cl:12][C:8]1[N:7]=[C:6]([N:13]2[CH2:18][CH2:17][O:16][CH2:15][CH2:14]2)[C:5]2[C:10](=[CH:11][C:2]([C:24]3[O:25][C:21]([CH:19]=[O:20])=[CH:22][CH:23]=3)=[CH:3][CH:4]=2)[N:9]=1. The yield is 0.620. (2) The reactants are [C:1]([C:3]1[CH:8]=[CH:7][CH:6]=[CH:5][C:4]=1[C:9]1[CH:14]=[CH:13][C:12]([CH2:15][CH:16]([C:22](=O)[CH2:23][CH2:24][CH3:25])[C:17](OCC)=[O:18])=[CH:11][CH:10]=1)#[N:2].Cl.[CH3:28][C:29]1[CH:33]=[C:32]([NH:34][CH:35]2[CH2:40][CH2:39][O:38][CH2:37][CH2:36]2)[NH:31][N:30]=1.C(N(CC)C1C=CC=CC=1)C. The catalyst is C(OCC)(=O)C. The product is [CH3:28][C:29]1[CH:33]=[C:32]2[N:34]([CH:35]3[CH2:40][CH2:39][O:38][CH2:37][CH2:36]3)[C:17](=[O:18])[C:16]([CH2:15][C:12]3[CH:13]=[CH:14][C:9]([C:4]4[C:3]([C:1]#[N:2])=[CH:8][CH:7]=[CH:6][CH:5]=4)=[CH:10][CH:11]=3)=[C:22]([CH2:23][CH2:24][CH3:25])[N:31]2[N:30]=1. The yield is 0.420. (3) The reactants are Br[C:2]1[C:11]2[C:6](=[CH:7][CH:8]=[CH:9][CH:10]=2)[C:5](=[O:12])[O:4][C:3]=1[CH:13]([OH:15])[CH3:14].[CH3:16][C:17]1[N:22]=[CH:21][C:20](B(O)O)=[CH:19][CH:18]=1.C([O-])([O-])=O.[Cs+].[Cs+]. The catalyst is C1C=CC([P]([Pd]([P](C2C=CC=CC=2)(C2C=CC=CC=2)C2C=CC=CC=2)([P](C2C=CC=CC=2)(C2C=CC=CC=2)C2C=CC=CC=2)[P](C2C=CC=CC=2)(C2C=CC=CC=2)C2C=CC=CC=2)(C2C=CC=CC=2)C2C=CC=CC=2)=CC=1. The product is [OH:15][CH:13]([C:3]1[O:4][C:5](=[O:12])[C:6]2[C:11]([C:2]=1[C:20]1[CH:21]=[N:22][C:17]([CH3:16])=[CH:18][CH:19]=1)=[CH:10][CH:9]=[CH:8][CH:7]=2)[CH3:14]. The yield is 0.280. (4) The reactants are [Si]([O:8][CH2:9][CH2:10][CH2:11][C:12]1[C:20]2[C:15](=[CH:16][CH:17]=[C:18]([CH2:21][S:22]([NH:25][CH3:26])(=[O:24])=[O:23])[CH:19]=2)[NH:14][C:13]=1[Si:27]([CH3:30])([CH3:29])[CH3:28])(C(C)(C)C)(C)C.F. The catalyst is N1C=CC=CC=1.C(OCC)(=O)C. The product is [OH:8][CH2:9][CH2:10][CH2:11][C:12]1[C:20]2[C:15](=[CH:16][CH:17]=[C:18]([CH2:21][S:22]([NH:25][CH3:26])(=[O:24])=[O:23])[CH:19]=2)[NH:14][C:13]=1[Si:27]([CH3:30])([CH3:28])[CH3:29]. The yield is 0.990. (5) The reactants are C([O:3][C:4]([C:6]1[O:7][C:8]2[CH:15]=[CH:14][C:13]([Cl:16])=[C:12]([O:17][CH:18]([CH3:20])[CH3:19])[C:9]=2[C:10]=1[CH3:11])=[O:5])C.[Li+].[OH-]. The catalyst is C1COCC1. The product is [Cl:16][C:13]1[CH:14]=[CH:15][C:8]2[O:7][C:6]([C:4]([OH:5])=[O:3])=[C:10]([CH3:11])[C:9]=2[C:12]=1[O:17][CH:18]([CH3:20])[CH3:19]. The yield is 0.940. (6) The reactants are [NH2:1][C:2]1[C:7]([F:8])=[CH:6][N:5]([S:9]([C:12]2[CH:17]=[CH:16][C:15]([O:18][CH3:19])=[CH:14][CH:13]=2)(=[O:11])=[O:10])[C:4](=[O:20])[N:3]=1.[C:21](=O)([O-])[O-].[K+].[K+].CN(C)C=O.IC. The catalyst is CCOC(C)=O. The product is [F:8][C:7]1[C:2](=[NH:1])[N:3]([CH3:21])[C:4](=[O:20])[N:5]([S:9]([C:12]2[CH:13]=[CH:14][C:15]([O:18][CH3:19])=[CH:16][CH:17]=2)(=[O:10])=[O:11])[CH:6]=1. The yield is 0.120. (7) The reactants are O=C1C2C(=CC=CC=2)C(=O)[N:3]1[N:12]([CH2:20][CH2:21][O:22][CH:23]([CH3:25])[CH3:24])[C:13](=[O:19])[O:14][C:15]([CH3:18])([CH3:17])[CH3:16].CNN. The catalyst is O1CCCC1. The product is [CH:23]([O:22][CH2:21][CH2:20][N:12]([C:13]([O:14][C:15]([CH3:17])([CH3:16])[CH3:18])=[O:19])[NH2:3])([CH3:25])[CH3:24]. The yield is 0.840. (8) The reactants are [C:1]([OH:7])(=O)[CH2:2][C:3]([OH:5])=[O:4].[CH2:8]([K])[CH3:9].[Mg+2].[Cl-].[Cl-].[CH3:14][O:15][C:16]([N:18]1[CH2:23][CH2:22][CH:21]([C:24]([OH:26])=O)[CH2:20][CH:19]1[C:27]1[CH:32]=[CH:31][C:30]([C:33]([F:36])([F:35])[F:34])=[C:29]([CH3:37])[CH:28]=1)=[O:17].C(N1C=CN=C1)(N1[CH:44]=[CH:43]N=C1)=O. The catalyst is C(OCC)C.O.C1COCC1. The product is [CH2:8]([O:5][C:3](=[O:4])[CH2:2][C:1]([C@@H:21]1[CH2:22][CH2:23][N:18]([C:16]([O:15][CH3:14])=[O:17])[C@@H:19]([C:27]2[CH:32]=[CH:31][C:30]([C:33]([F:34])([F:35])[F:36])=[C:29]([CH3:37])[CH:28]=2)[CH2:20]1)=[O:7])[CH3:9].[CH2:43]([O:5][C:3](=[O:4])[CH2:2][C:24]([C@H:21]1[CH2:22][CH2:23][N:18]([C:16]([O:15][CH3:14])=[O:17])[C@@H:19]([C:27]2[CH:32]=[CH:31][C:30]([C:33]([F:35])([F:36])[F:34])=[C:29]([CH3:37])[CH:28]=2)[CH2:20]1)=[O:26])[CH3:44]. The yield is 0.220.